This data is from Full USPTO retrosynthesis dataset with 1.9M reactions from patents (1976-2016). The task is: Predict the reactants needed to synthesize the given product. (1) Given the product [CH3:18][C:11]1[C:12]([C:14]([F:17])([F:16])[F:15])=[CH:13][C:8]2[N:7]=[C:22]([C:24]3[CH:29]=[CH:28][CH:27]=[C:26]([C:30]4[CH:35]=[N:34][CH:33]=[C:32]([CH3:36])[N:31]=4)[CH:25]=3)[CH2:21][C:20](=[O:37])[NH:19][C:9]=2[CH:10]=1, predict the reactants needed to synthesize it. The reactants are: C(OC(=O)[NH:7][C:8]1[CH:13]=[C:12]([C:14]([F:17])([F:16])[F:15])[C:11]([CH3:18])=[CH:10][C:9]=1[NH:19][C:20](=[O:37])[CH2:21][C:22]([C:24]1[CH:29]=[CH:28][CH:27]=[C:26]([C:30]2[CH:35]=[N:34][CH:33]=[C:32]([CH3:36])[N:31]=2)[CH:25]=1)=O)(C)(C)C.C(O)(C(F)(F)F)=O. (2) Given the product [NH:32]1[C:33]2[C:29](=[CH:28][C:27]([NH:26][C:24]3[C:23]4[C:18](=[CH:19][CH:20]=[CH:21][CH:22]=4)[N:17]=[C:16]([C:12]4[CH:11]=[C:10]([NH:9][C:7]([CH:4]5[CH2:3][CH2:2][NH:1][CH2:6][CH2:5]5)=[O:8])[CH:15]=[CH:14][CH:13]=4)[N:25]=3)=[CH:35][CH:34]=2)[CH:30]=[N:31]1, predict the reactants needed to synthesize it. The reactants are: [NH:1]1[CH2:6][CH2:5][CH:4]([C:7]([NH:9][C:10]2[CH:11]=[C:12]([C:16]3[N:25]=[C:24]([NH:26][C:27]4[CH:28]=[C:29]5[C:33](=[CH:34][CH:35]=4)[N:32](C(OC(C)(C)C)=O)[N:31]=[CH:30]5)[C:23]4[C:18](=[CH:19][CH:20]=[CH:21][CH:22]=4)[N:17]=3)[CH:13]=[CH:14][CH:15]=2)=[O:8])[CH2:3][CH2:2]1.C(O)(C(F)(F)F)=O. (3) Given the product [CH2:13]([C:15]1[N:16]=[C:17]([CH3:47])[N:18]([C:37]2[CH:38]=[CH:39][C:40]3[O:44][CH:43]([CH3:45])[CH2:42][C:41]=3[CH:46]=2)[C:19](=[O:36])[C:20]=1[CH2:21][C:22]1[CH:23]=[CH:24][C:25]([C:28]2[CH:33]=[CH:32][CH:31]=[CH:30][C:29]=2[C:34]2[NH:3][C:4](=[O:7])[O:5][N:35]=2)=[CH:26][CH:27]=1)[CH3:14], predict the reactants needed to synthesize it. The reactants are: [Cl-].O[NH3+:3].[C:4](=[O:7])([O-])[OH:5].[Na+].CS(C)=O.[CH2:13]([C:15]1[N:16]=[C:17]([CH3:47])[N:18]([C:37]2[CH:38]=[CH:39][C:40]3[O:44][CH:43]([CH3:45])[CH2:42][C:41]=3[CH:46]=2)[C:19](=[O:36])[C:20]=1[CH2:21][C:22]1[CH:27]=[CH:26][C:25]([C:28]2[C:29]([C:34]#[N:35])=[CH:30][CH:31]=[CH:32][CH:33]=2)=[CH:24][CH:23]=1)[CH3:14]. (4) Given the product [F:19][C:20]([F:24])([F:23])[CH2:21][O:22][C:11](=[O:12])[NH:10][C:8](=[O:9])[CH:7]([C:1]1[CH:6]=[CH:5][CH:4]=[CH:3][CH:2]=1)[C:13]1[CH:18]=[CH:17][CH:16]=[CH:15][CH:14]=1, predict the reactants needed to synthesize it. The reactants are: [C:1]1([CH:7]([C:13]2[CH:18]=[CH:17][CH:16]=[CH:15][CH:14]=2)[C:8]([N:10]=[C:11]=[O:12])=[O:9])[CH:6]=[CH:5][CH:4]=[CH:3][CH:2]=1.[F:19][C:20]([F:24])([F:23])[CH2:21][OH:22]. (5) Given the product [N:37]([C:24]([C:21]1[N:19]2[CH2:20][C@H:14]([C:8]3[CH:9]=[CH:10][CH:11]=[C:12]([F:13])[C:7]=3[F:6])[CH2:15][CH2:16][C@@H:17]([NH2:29])[C:18]2=[N:23][CH:22]=1)([CH3:25])[CH3:26])=[N+:38]=[N-:39], predict the reactants needed to synthesize it. The reactants are: CS(O)(=O)=O.[F:6][C:7]1[C:12]([F:13])=[CH:11][CH:10]=[CH:9][C:8]=1[C@H:14]1[CH2:20][N:19]2[C:21]([C:24](OC)([CH3:26])[CH3:25])=[CH:22][N:23]=[C:18]2[C@H:17]([NH:29]C(=O)OC(C)(C)C)[CH2:16][CH2:15]1.[N-:37]=[N+:38]=[N-:39].[Na+].